This data is from Full USPTO retrosynthesis dataset with 1.9M reactions from patents (1976-2016). The task is: Predict the reactants needed to synthesize the given product. (1) The reactants are: [CH3:1][O:2][C:3](=[O:13])[C:4]1[CH:9]=[CH:8][C:7]([CH2:10]O)=[N:6][C:5]=1[Cl:12].S(Cl)(C)(=O)=O.[N-:19]=[N+:20]=[N-:21].[Na+]. Given the product [CH3:1][O:2][C:3](=[O:13])[C:4]1[CH:9]=[CH:8][C:7]([CH2:10][N:19]=[N+:20]=[N-:21])=[N:6][C:5]=1[Cl:12], predict the reactants needed to synthesize it. (2) Given the product [CH3:11][C@H:12]1[CH2:17][O:16][CH2:15][CH2:14][N:13]1[C:18]1[CH:23]=[C:22]([CH2:24][S:25]([C:28]2[CH:29]=[CH:30][N:31]=[CH:32][CH:33]=2)(=[O:26])=[O:27])[N:21]=[C:20]([C:34]2[CH:35]=[CH:36][C:37]([NH:38][C:2](=[O:3])[O:4][C:5]3[CH:10]=[CH:9][CH:8]=[CH:7][CH:6]=3)=[CH:39][CH:40]=2)[N:19]=1, predict the reactants needed to synthesize it. The reactants are: Cl[C:2]([O:4][C:5]1[CH:10]=[CH:9][CH:8]=[CH:7][CH:6]=1)=[O:3].[CH3:11][C@H:12]1[CH2:17][O:16][CH2:15][CH2:14][N:13]1[C:18]1[CH:23]=[C:22]([CH2:24][S:25]([C:28]2[CH:33]=[CH:32][N:31]=[CH:30][CH:29]=2)(=[O:27])=[O:26])[N:21]=[C:20]([C:34]2[CH:40]=[CH:39][C:37]([NH2:38])=[CH:36][CH:35]=2)[N:19]=1.C(=O)(O)[O-].[Na+].O. (3) Given the product [C:24]([C:26]1[CH:27]=[CH:28][C:29]([S:32]([O-:34])=[O:33])=[CH:30][CH:31]=1)#[N:25].[CH2:2]([N+:18]1[CH:19]=[CH:20][CH:21]=[CH:22][CH:23]=1)[CH2:3][CH2:4][CH2:5][CH2:6][CH2:7][CH2:8][CH2:9][CH2:10][CH2:11][CH2:12][CH2:13][CH2:14][CH2:15][CH2:16][CH3:17], predict the reactants needed to synthesize it. The reactants are: [Cl-].[CH2:2]([N+:18]1[CH:23]=[CH:22][CH:21]=[CH:20][CH:19]=1)[CH2:3][CH2:4][CH2:5][CH2:6][CH2:7][CH2:8][CH2:9][CH2:10][CH2:11][CH2:12][CH2:13][CH2:14][CH2:15][CH2:16][CH3:17].[C:24]([C:26]1[CH:31]=[CH:30][C:29]([S:32]([O-:34])=[O:33])=[CH:28][CH:27]=1)#[N:25].[Na+]. (4) Given the product [C:1]([C:5]1[CH:6]=[CH:7][C:8]([C:11]2[C:12]([CH3:19])=[CH:13][C:14]([O:18][C:29](=[S:30])[N:28]([CH3:32])[CH3:27])=[CH:15][C:16]=2[CH3:17])=[CH:9][CH:10]=1)([CH3:4])([CH3:3])[CH3:2], predict the reactants needed to synthesize it. The reactants are: [C:1]([C:5]1[CH:10]=[CH:9][C:8]([C:11]2[C:16]([CH3:17])=[CH:15][C:14]([OH:18])=[CH:13][C:12]=2[CH3:19])=[CH:7][CH:6]=1)([CH3:4])([CH3:3])[CH3:2].C(N(CC)CC)C.[CH3:27][N:28]([CH3:32])[C:29](Cl)=[S:30]. (5) Given the product [F:23][C:24]1[CH:32]=[C:31]2[C:27]([CH:28]=[CH:29][NH:30]2)=[CH:26][C:25]=1[O:33][C:2]1[C:11]2[C:6](=[CH:7][C:8]([O:14][CH2:15][CH2:16][CH2:17][N:18]3[CH2:22][CH2:21][CH2:20][CH2:19]3)=[C:9]([O:12][CH3:13])[CH:10]=2)[N:5]=[CH:4][N:3]=1, predict the reactants needed to synthesize it. The reactants are: Cl[C:2]1[C:11]2[C:6](=[CH:7][C:8]([O:14][CH2:15][CH2:16][CH2:17][N:18]3[CH2:22][CH2:21][CH2:20][CH2:19]3)=[C:9]([O:12][CH3:13])[CH:10]=2)[N:5]=[CH:4][N:3]=1.[F:23][C:24]1[CH:32]=[C:31]2[C:27]([CH:28]=[CH:29][NH:30]2)=[CH:26][C:25]=1[OH:33].C(=O)([O-])[O-].[K+].[K+]. (6) Given the product [BrH:13].[F:2][C:3]1[C:10]([OH:11])=[CH:9][CH:8]=[CH:7][C:4]=1[CH2:5][NH2:6], predict the reactants needed to synthesize it. The reactants are: Cl.[F:2][C:3]1[C:10]([O:11]C)=[CH:9][CH:8]=[CH:7][C:4]=1[CH2:5][NH2:6].[BrH:13]. (7) Given the product [CH3:1][CH:2]1[C:8]2=[C:9]3[C:13](=[CH:14][CH:15]=[C:7]2[O:6][CH2:5][CH2:4][N:3]1[C:16]([O:18][C:19]([CH3:21])([CH3:20])[CH3:22])=[O:17])[N:12]([S:32]([C:27]1[CH:28]=[CH:29][CH:30]=[CH:31][C:26]=1[CH3:25])(=[O:34])=[O:33])[CH:11]=[CH:10]3, predict the reactants needed to synthesize it. The reactants are: [CH3:1][CH:2]1[C:8]2=[C:9]3[C:13](=[CH:14][CH:15]=[C:7]2[O:6][CH2:5][CH2:4][N:3]1[C:16]([O:18][C:19]([CH3:22])([CH3:21])[CH3:20])=[O:17])[NH:12][CH:11]=[CH:10]3.[H-].[Na+].[CH3:25][C:26]1[CH:31]=[CH:30][CH:29]=[CH:28][C:27]=1[S:32](Cl)(=[O:34])=[O:33].